From a dataset of Merck oncology drug combination screen with 23,052 pairs across 39 cell lines. Regression. Given two drug SMILES strings and cell line genomic features, predict the synergy score measuring deviation from expected non-interaction effect. (1) Drug 1: CC(=O)OC1C(=O)C2(C)C(O)CC3OCC3(OC(C)=O)C2C(OC(=O)c2ccccc2)C2(O)CC(OC(=O)C(O)C(NC(=O)c3ccccc3)c3ccccc3)C(C)=C1C2(C)C. Drug 2: CCN(CC)CCNC(=O)c1c(C)[nH]c(C=C2C(=O)Nc3ccc(F)cc32)c1C. Cell line: LNCAP. Synergy scores: synergy=-16.6. (2) Drug 1: O=C(CCCCCCC(=O)Nc1ccccc1)NO. Drug 2: COC1CC2CCC(C)C(O)(O2)C(=O)C(=O)N2CCCCC2C(=O)OC(C(C)CC2CCC(OP(C)(C)=O)C(OC)C2)CC(=O)C(C)C=C(C)C(O)C(OC)C(=O)C(C)CC(C)C=CC=CC=C1C. Cell line: HCT116. Synergy scores: synergy=6.12. (3) Drug 1: CN1C(=O)C=CC2(C)C3CCC4(C)C(NC(=O)OCC(F)(F)F)CCC4C3CCC12. Drug 2: CN(Cc1cnc2nc(N)nc(N)c2n1)c1ccc(C(=O)NC(CCC(=O)O)C(=O)O)cc1. Cell line: NCIH2122. Synergy scores: synergy=2.06.